Dataset: Forward reaction prediction with 1.9M reactions from USPTO patents (1976-2016). Task: Predict the product of the given reaction. (1) Given the reactants Cl.[C:2]([O:6][C:7](=[O:15])[NH:8][CH:9]1[CH2:14][CH2:13][NH:12][CH2:11][CH2:10]1)([CH3:5])([CH3:4])[CH3:3].C(OC(OCC)OCC)C.[C:26]1(C=O)[CH2:33][CH2:32][CH2:31][CH2:30][CH2:29][CH2:28][CH:27]=1.C(O[BH-](OC(=O)C)OC(=O)C)(=O)C.[Na+], predict the reaction product. The product is: [C:7]([NH:8][CH:9]1[CH2:14][CH2:13][N:12]([C:26]2[CH2:33][CH2:32][CH2:31][CH2:30][CH2:29][CH2:28][CH:27]=2)[CH2:11][CH2:10]1)([O:6][C:2]([CH3:5])([CH3:3])[CH3:4])=[O:15]. (2) Given the reactants [Br:1][C:2]1[CH:17]=[N:16][C:5]2[NH:6][C:7]3[CH:12]=[N:11][C:10]([C:13]([NH2:15])=O)=[CH:9][C:8]=3[C:4]=2[CH:3]=1.C(N(CC)CC)C.FC(F)(F)C(OC(=O)C(F)(F)F)=O, predict the reaction product. The product is: [Br:1][C:2]1[CH:17]=[N:16][C:5]2[NH:6][C:7]3[CH:12]=[N:11][C:10]([C:13]#[N:15])=[CH:9][C:8]=3[C:4]=2[CH:3]=1. (3) Given the reactants Cl[C:2]1[C:14]2[N:9]3[CH:10]=[CH:11][N:12]=[CH:13][C:8]3=[C:7]([C:15]3[C:20]([CH3:21])=[CH:19][C:18]([CH3:22])=[CH:17][C:16]=3[CH3:23])[C:6]=2[N:5]=[C:4]([CH3:24])[CH:3]=1.[CH2:25]([NH:28][CH2:29][CH2:30][CH3:31])[CH2:26][CH3:27], predict the reaction product. The product is: [CH2:25]([N:28]([C:2]1[C:14]2[N:9]3[CH:10]=[CH:11][N:12]=[CH:13][C:8]3=[C:7]([C:15]3[C:20]([CH3:21])=[CH:19][C:18]([CH3:22])=[CH:17][C:16]=3[CH3:23])[C:6]=2[N:5]=[C:4]([CH3:24])[CH:3]=1)[CH2:29][CH2:30][CH3:31])[CH2:26][CH3:27]. (4) Given the reactants [NH2:1][C:2]1[CH:10]=[CH:9][CH:8]=[CH:7][C:3]=1[C:4]([OH:6])=[O:5].CO[CH2:13][CH2:14]OCCOCCOC, predict the reaction product. The product is: [CH2:13]([NH:1][C:2]1[CH:10]=[CH:9][CH:8]=[CH:7][C:3]=1[C:4]([OH:6])=[O:5])[CH3:14].